Dataset: Forward reaction prediction with 1.9M reactions from USPTO patents (1976-2016). Task: Predict the product of the given reaction. (1) Given the reactants [NH2:1][C:2]1[CH:7]=[CH:6][C:5]([C:8]2[CH:13]=[CH:12][CH:11]=[CH:10][C:9]=2[C:14]([NH:16][C:17]2[CH:22]=[CH:21][C:20]([N:23]([C:32]([O:34][C:35]([CH3:38])([CH3:37])[CH3:36])=[O:33])[CH2:24][CH2:25][C:26]3[CH:31]=[CH:30][CH:29]=[CH:28][N:27]=3)=[CH:19][CH:18]=2)=[O:15])=[CH:4][CH:3]=1.C(N(CC)CC)C.Cl[C:47]([O:49][CH3:50])=[O:48].S([O-])(O)(=O)=O.[K+], predict the reaction product. The product is: [C:35]([O:34][C:32]([N:23]([CH2:24][CH2:25][C:26]1[CH:31]=[CH:30][CH:29]=[CH:28][N:27]=1)[C:20]1[CH:21]=[CH:22][C:17]([NH:16][C:14]([C:9]2[CH:10]=[CH:11][CH:12]=[CH:13][C:8]=2[C:5]2[CH:6]=[CH:7][C:2]([NH:1][C:47]([O:49][CH3:50])=[O:48])=[CH:3][CH:4]=2)=[O:15])=[CH:18][CH:19]=1)=[O:33])([CH3:38])([CH3:37])[CH3:36]. (2) Given the reactants [CH:1]([C:3]1[O:7][C:6]([C:8]2[CH:18]=[CH:17][C:11]([C:12]([O:14][CH2:15][CH3:16])=[O:13])=[CH:10][CH:9]=2)=[CH:5][CH:4]=1)=O.[F:19][C:20]1[CH:21]=[C:22]([CH2:26][CH2:27][NH2:28])[CH:23]=[CH:24][CH:25]=1.[BH-](OC(C)=O)(OC(C)=O)OC(C)=O.[Na+], predict the reaction product. The product is: [F:19][C:20]1[CH:21]=[C:22]([CH2:26][CH2:27][NH:28][CH2:1][C:3]2[O:7][C:6]([C:8]3[CH:9]=[CH:10][C:11]([C:12]([O:14][CH2:15][CH3:16])=[O:13])=[CH:17][CH:18]=3)=[CH:5][CH:4]=2)[CH:23]=[CH:24][CH:25]=1. (3) Given the reactants [CH3:1][NH:2][C:3](=[O:23])[C:4]1[CH:9]=[C:8]([O:10][C:11]2[CH:22]=[CH:21][C:14]3[N:15]=[C:16](S(C)=O)[O:17][C:13]=3[CH:12]=2)[CH:7]=[CH:6][N:5]=1.Cl.[NH2:25][C@@H:26]1[CH2:31][CH2:30][CH2:29][CH2:28][C@H:27]1[OH:32].CCN(C(C)C)C(C)C, predict the reaction product. The product is: [OH:32][C@@H:27]1[CH2:28][CH2:29][CH2:30][CH2:31][C@H:26]1[NH:25][C:16]1[O:17][C:13]2[CH:12]=[C:11]([O:10][C:8]3[CH:7]=[CH:6][N:5]=[C:4]([C:3]([NH:2][CH3:1])=[O:23])[CH:9]=3)[CH:22]=[CH:21][C:14]=2[N:15]=1. (4) Given the reactants [C:1]1([O:8][CH3:9])[C:2](=[CH:4][CH:5]=[CH:6][CH:7]=1)[OH:3].[Cl:10][CH2:11][CH2:12]Cl.[OH-].[K+], predict the reaction product. The product is: [Cl:10][CH2:11][CH2:12][O:3][C:2]1[CH:4]=[CH:5][CH:6]=[CH:7][C:1]=1[O:8][CH3:9]. (5) The product is: [N:1]1([CH2:13][C:14]#[N:15])[C:9]2[C:4](=[CH:5][CH:6]=[CH:7][CH:8]=2)[CH:3]=[CH:2]1. Given the reactants [NH:1]1[C:9]2[C:4](=[CH:5][CH:6]=[CH:7][CH:8]=2)[CH:3]=[CH:2]1.[H-].[Na+].Br[CH2:13][C:14]#[N:15], predict the reaction product. (6) Given the reactants C([Li])CCC.[C:6]1([NH:12][C:13](=[O:23])[C:14]2[CH:19]=[CH:18][C:17](Br)=[CH:16][C:15]=2OC)[CH:11]=[CH:10][CH:9]=[CH:8][CH:7]=1.[B:24](OC(C)C)([O:29]C(C)C)[O:25]C(C)C.Cl, predict the reaction product. The product is: [NH:12]([C:13]([C:14]1[CH:19]=[CH:18][C:17]([B:24]([OH:29])[OH:25])=[CH:16][CH:15]=1)=[O:23])[C:6]1[CH:11]=[CH:10][CH:9]=[CH:8][CH:7]=1. (7) The product is: [NH2:8][C:6]1[CH:7]=[C:2]([F:1])[CH:3]=[C:4]([C:11]2[C:12]([C:17]#[N:18])=[CH:13][CH:14]=[CH:15][CH:16]=2)[CH:5]=1. Given the reactants [F:1][C:2]1[CH:3]=[C:4]([C:11]2[C:12]([C:17]#[N:18])=[CH:13][CH:14]=[CH:15][CH:16]=2)[CH:5]=[C:6]([N+:8]([O-])=O)[CH:7]=1.O.O.[Sn](Cl)Cl, predict the reaction product.